From a dataset of CYP2D6 inhibition data for predicting drug metabolism from PubChem BioAssay. Regression/Classification. Given a drug SMILES string, predict its absorption, distribution, metabolism, or excretion properties. Task type varies by dataset: regression for continuous measurements (e.g., permeability, clearance, half-life) or binary classification for categorical outcomes (e.g., BBB penetration, CYP inhibition). Dataset: cyp2d6_veith. (1) The drug is COC(=O)N[C@H](c1ccccc1)[C@@]1(C)C[C@@H]1[C@@H](C)C(=O)Nc1ccc2ccccc2c1. The result is 1 (inhibitor). (2) The compound is O=c1nc(-c2ccccc2)cn[nH]1. The result is 0 (non-inhibitor). (3) The molecule is N#Cc1cccc(-c2nc3cnc(Oc4cccc(Cl)c4)nc3n(C3CC3)c2=O)c1. The result is 0 (non-inhibitor).